From a dataset of Forward reaction prediction with 1.9M reactions from USPTO patents (1976-2016). Predict the product of the given reaction. (1) The product is: [N+:7]([C:10]1[CH:11]=[C:12]([C:13]2[O:15][N:28]=[C:27]([C:29]3[CH:34]=[CH:33][CH:32]=[CH:31][C:30]=3[O:35][C:36]([F:37])([F:38])[F:39])[N:26]=2)[CH:16]=[CH:17][C:18]=1[N:19]1[CH2:24][CH2:23][CH2:22][CH2:21][CH2:20]1)([O-:9])=[O:8]. Given the reactants C(Cl)(=O)C(Cl)=O.[N+:7]([C:10]1[CH:11]=[C:12]([CH:16]=[CH:17][C:18]=1[N:19]1[CH2:24][CH2:23][CH2:22][CH2:21][CH2:20]1)[C:13]([OH:15])=O)([O-:9])=[O:8].O[N:26]=[C:27]([C:29]1[CH:34]=[CH:33][CH:32]=[CH:31][C:30]=1[O:35][C:36]([F:39])([F:38])[F:37])[NH2:28].CCN(C(C)C)C(C)C, predict the reaction product. (2) Given the reactants FC(F)(F)C(O)=O.C(OC([N:15]1[CH2:18][CH:17]([CH2:19][N:20]([CH3:25])[CH:21]2[CH2:24][O:23][CH2:22]2)[CH2:16]1)=O)(C)(C)C, predict the reaction product. The product is: [NH:15]1[CH2:16][CH:17]([CH2:19][N:20]([CH3:25])[CH:21]2[CH2:22][O:23][CH2:24]2)[CH2:18]1. (3) The product is: [CH3:1][O:2][C:3]1[C:4]([NH:19][C:20]2[N:25]=[C:24]([N:26]3[CH:30]=[C:29]([CH2:31][N:34]4[CH2:39][CH2:38][O:37][CH2:36][CH2:35]4)[CH:28]=[N:27]3)[C:23]([CH3:33])=[CH:22][N:21]=2)=[CH:5][C:6]([NH:16][C:3](=[O:2])[CH:4]=[CH2:5])=[C:7]([N:9]2[CH2:14][CH2:13][N:12]([CH3:15])[CH2:11][CH2:10]2)[CH:8]=1. Given the reactants [CH3:1][O:2][C:3]1[CH:8]=[C:7]([N:9]2[CH2:14][CH2:13][N:12]([CH3:15])[CH2:11][CH2:10]2)[C:6]([N+:16]([O-])=O)=[CH:5][C:4]=1[NH:19][C:20]1[N:25]=[C:24]([N:26]2[CH:30]=[C:29]([CH:31]=O)[CH:28]=[N:27]2)[C:23]([CH3:33])=[CH:22][N:21]=1.[NH:34]1[CH2:39][CH2:38][O:37][CH2:36][CH2:35]1, predict the reaction product. (4) Given the reactants [CH:1]1[C:10]2[C:5](=[C:6]([NH:11][CH2:12][C:13]([OH:15])=O)[CH:7]=[CH:8][CH:9]=2)[CH:4]=[CH:3][N:2]=1.CCN([CH:22]([CH3:24])[CH3:23])C(C)C.CN(C(ON1N=N[C:35]2[CH:36]=[CH:37][CH:38]=N[C:34]1=2)=[N+](C)C)C.F[P-](F)(F)(F)(F)F.[C:49]([O-])(O)=O.[Na+].[CH3:54][N:55]([CH:57]=O)C, predict the reaction product. The product is: [NH3:2].[CH2:54]([N:55]([CH2:57][CH:23]1[CH2:22][CH2:24]1)[C:13](=[O:15])[CH2:12][NH:11][C:6]1[CH:7]=[CH:8][CH:9]=[C:10]2[C:5]=1[CH:4]=[CH:3][N:2]=[CH:1]2)[C:34]1[CH:49]=[CH:38][CH:37]=[CH:36][CH:35]=1.